From a dataset of Catalyst prediction with 721,799 reactions and 888 catalyst types from USPTO. Predict which catalyst facilitates the given reaction. Reactant: [S:1]1[CH:5]=[CH:4][N:3]=[C:2]1[NH:6][S:7]([C:10]1[CH:28]=[CH:27][C:13]([C:14]([NH:16][N:17]=[CH:18][C:19]2[CH:24]=[CH:23][C:22]([Cl:25])=[C:21]([Cl:26])[CH:20]=2)=[NH:15])=[CH:12][CH:11]=1)(=[O:9])=[O:8].[BH3-]C#N.[Na+].Cl. Product: [S:1]1[CH:5]=[CH:4][N:3]=[C:2]1[NH:6][S:7]([C:10]1[CH:11]=[CH:12][C:13]([C:14]([NH:16][NH:17][CH2:18][C:19]2[CH:24]=[CH:23][C:22]([Cl:25])=[C:21]([Cl:26])[CH:20]=2)=[NH:15])=[CH:27][CH:28]=1)(=[O:9])=[O:8]. The catalyst class is: 1.